Dataset: Forward reaction prediction with 1.9M reactions from USPTO patents (1976-2016). Task: Predict the product of the given reaction. Given the reactants B(Br)(Br)Br.[CH:5]1([C:8]2[CH:14]=[CH:13][C:11]([NH2:12])=[CH:10][C:9]=2[O:15]C)[CH2:7][CH2:6]1, predict the reaction product. The product is: [NH2:12][C:11]1[CH:13]=[CH:14][C:8]([CH:5]2[CH2:7][CH2:6]2)=[C:9]([OH:15])[CH:10]=1.